From a dataset of Full USPTO retrosynthesis dataset with 1.9M reactions from patents (1976-2016). Predict the reactants needed to synthesize the given product. Given the product [C:17]([O:21][C:22]([N:24]1[CH2:28][CH2:27][CH2:26][C@@H:25]1[CH2:29][O:14][C:11]1[CH:10]=[CH:9][C:8]([O:1][C:2]2[CH:7]=[CH:6][CH:5]=[CH:4][CH:3]=2)=[CH:13][CH:12]=1)=[O:23])([CH3:20])([CH3:18])[CH3:19], predict the reactants needed to synthesize it. The reactants are: [O:1]([C:8]1[CH:13]=[CH:12][C:11]([OH:14])=[CH:10][CH:9]=1)[C:2]1[CH:7]=[CH:6][CH:5]=[CH:4][CH:3]=1.[H-].[Na+].[C:17]([O:21][C:22]([N:24]1[CH2:28][CH2:27][CH2:26][C@@H:25]1[CH2:29]OS(C1C=CC(C)=CC=1)(=O)=O)=[O:23])([CH3:20])([CH3:19])[CH3:18].